This data is from Forward reaction prediction with 1.9M reactions from USPTO patents (1976-2016). The task is: Predict the product of the given reaction. (1) Given the reactants [CH2:1]([C:3]1[CH:8]=[C:7]([CH3:9])[CH:6]=[C:5]([CH2:10][CH3:11])[C:4]=1[C:12](=O)[C:13]([N:15]([CH3:24])[N:16]=[C:17]([CH3:23])[CH2:18]S(C)(=O)=O)=O)[CH3:2].[OH2:26].[OH-:27].[Li+].[OH-].[Na+].S(=O)(=O)(O)O.[C:36]1(C)C=CC=CC=1, predict the reaction product. The product is: [CH2:1]([C:3]1[CH:8]=[C:7]([CH3:9])[CH:6]=[C:5]([CH2:10][CH3:11])[C:4]=1[C:12]1[C:13](=[O:27])[N:15]([CH3:24])[N:16]=[C:17]([CH3:23])[C:18]=1[O:26][CH3:36])[CH3:2]. (2) Given the reactants [N:1]([CH2:4][C@H:5]1[O:9][C:8](=[O:10])[N:7]([C:11]2[CH:16]=[CH:15][C:14]([Cl:17])=[CH:13][N:12]=2)[CH2:6]1)=[N+]=[N-].C1(P(C2C=CC=CC=2)C2C=CC=CC=2)C=CC=CC=1, predict the reaction product. The product is: [NH2:1][CH2:4][C@H:5]1[O:9][C:8](=[O:10])[N:7]([C:11]2[CH:16]=[CH:15][C:14]([Cl:17])=[CH:13][N:12]=2)[CH2:6]1. (3) The product is: [ClH:1].[C:2]1([N:8]([CH2:31][C:32]([OH:34])=[O:33])[C:9]([C:11]2[CH:12]=[CH:13][C:14]3[S:18][C:17]([CH2:19][NH:20][C:21]4[CH:26]=[CH:25][C:24]([C:27](=[NH:28])[NH2:29])=[CH:23][CH:22]=4)=[N:16][C:15]=3[CH:30]=2)=[O:10])[CH:7]=[CH:6][CH:5]=[CH:4][CH:3]=1. Given the reactants [ClH:1].[C:2]1([N:8]([CH2:31][C:32]([O:34]CC)=[O:33])[C:9]([C:11]2[CH:12]=[CH:13][C:14]3[S:18][C:17]([CH2:19][NH:20][C:21]4[CH:26]=[CH:25][C:24]([C:27](=[NH:29])[NH2:28])=[CH:23][CH:22]=4)=[N:16][C:15]=3[CH:30]=2)=[O:10])[CH:7]=[CH:6][CH:5]=[CH:4][CH:3]=1.[OH-].[Na+], predict the reaction product. (4) Given the reactants O.O.[Sn](Cl)Cl.[N+:6]([C:9]1[CH:14]=[CH:13][C:12]([C:15]2[N:16]=[C:17]([N:27]3[CH2:32][CH2:31][O:30][CH2:29][CH2:28]3)[C:18]3[N:24]=[CH:23][C:22]([CH:25]=[CH2:26])=[CH:21][C:19]=3[N:20]=2)=[CH:11][CH:10]=1)([O-])=O, predict the reaction product. The product is: [O:30]1[CH2:29][CH2:28][N:27]([C:17]2[C:18]3[N:24]=[CH:23][C:22]([CH:25]=[CH2:26])=[CH:21][C:19]=3[N:20]=[C:15]([C:12]3[CH:11]=[CH:10][C:9]([NH2:6])=[CH:14][CH:13]=3)[N:16]=2)[CH2:32][CH2:31]1.